Dataset: Full USPTO retrosynthesis dataset with 1.9M reactions from patents (1976-2016). Task: Predict the reactants needed to synthesize the given product. (1) The reactants are: Br[CH:2]=[C:3]1[C:9]2[CH:10]=[CH:11][C:12]([Cl:14])=[CH:13][C:8]=2[CH2:7][CH2:6][C:5]2[CH:15]=[CH:16][CH:17]=[CH:18][C:4]1=2.[NH2:19][C:20]1[CH:21]=[C:22](B(O)O)[CH:23]=[CH:24][CH:25]=1. Given the product [Cl:14][C:12]1[CH:11]=[CH:10][C:9]2[C:3](=[CH:2][C:22]3[CH:21]=[C:20]([NH2:19])[CH:25]=[CH:24][CH:23]=3)[C:4]3[CH:18]=[CH:17][CH:16]=[CH:15][C:5]=3[CH2:6][CH2:7][C:8]=2[CH:13]=1, predict the reactants needed to synthesize it. (2) Given the product [CH3:30][C:25]1[CH:26]=[CH:27][CH:28]=[CH:29][C:24]=1[C:19]1[CH:20]=[CH:21][CH:22]=[C:23]2[C:18]=1[NH:17][C:16]([C:31]([OH:33])=[O:32])=[C:15]2[C:14]#[C:13][CH2:12][O:11][CH:1]1[C:10]2[C:5](=[CH:6][CH:7]=[CH:8][CH:9]=2)[CH2:4][CH2:3][CH2:2]1, predict the reactants needed to synthesize it. The reactants are: [CH:1]1([O:11][CH2:12][C:13]#[C:14][C:15]2[C:23]3[C:18](=[C:19]([C:24]4[CH:29]=[CH:28][CH:27]=[CH:26][C:25]=4[CH3:30])[CH:20]=[CH:21][CH:22]=3)[NH:17][C:16]=2[C:31]([O:33]CC)=[O:32])[C:10]2[C:5](=[CH:6][CH:7]=[CH:8][CH:9]=2)[CH2:4][CH2:3][CH2:2]1.[OH-].[Na+]. (3) Given the product [NH2:10][C:6]1([CH2:5][C:4]([NH:13][CH3:12])=[O:3])[CH2:9][O:8][CH2:7]1, predict the reactants needed to synthesize it. The reactants are: C([O:3][C:4](=O)[CH2:5][C:6]1([NH2:10])[CH2:9][O:8][CH2:7]1)C.[CH3:12][NH2:13].O. (4) Given the product [CH3:19][O:18][C:11]1[CH:12]=[CH:13][CH:14]=[C:15]([O:16][CH3:17])[C:10]=1[CH:2]1[N:1]([CH2:30][C:27]2[CH:28]=[CH:29][C:23]3[S:22][C:21]([CH3:20])=[N:25][C:24]=3[CH:26]=2)[C:6](=[O:8])[CH2:5][CH2:4][CH2:3]1, predict the reactants needed to synthesize it. The reactants are: [NH2:1][CH:2]([C:10]1[C:15]([O:16][CH3:17])=[CH:14][CH:13]=[CH:12][C:11]=1[O:18][CH3:19])[CH2:3][CH2:4][CH2:5][C:6]([O:8]C)=O.[CH3:20][C:21]1[S:22][C:23]2[CH:29]=[CH:28][C:27]([CH:30]=O)=[CH:26][C:24]=2[N:25]=1.